Task: Predict which catalyst facilitates the given reaction.. Dataset: Catalyst prediction with 721,799 reactions and 888 catalyst types from USPTO (1) Reactant: [N+:1]([C:4]1[CH:9]=[CH:8][C:7]([CH2:10][CH2:11][CH:12]2[CH2:17][CH2:16][N:15](C(OC(C)(C)C)=O)[CH2:14][CH2:13]2)=[CH:6][CH:5]=1)([O-:3])=[O:2].[ClH:25]. Product: [Cl-:25].[N+:1]([C:4]1[CH:9]=[CH:8][C:7]([CH2:10][CH2:11][CH:12]2[CH2:13][CH2:14][NH2+:15][CH2:16][CH2:17]2)=[CH:6][CH:5]=1)([O-:3])=[O:2]. The catalyst class is: 12. (2) Reactant: [F:1][C:2]1[CH:9]=[CH:8][C:5]([CH:6]=[O:7])=[CH:4][C:3]=1[OH:10].C(=O)([O-])[O-].[K+].[K+].Br[CH2:18][CH:19]1[CH2:21][CH2:20]1. Product: [CH:19]1([CH2:18][O:10][C:3]2[CH:4]=[C:5]([CH:8]=[CH:9][C:2]=2[F:1])[CH:6]=[O:7])[CH2:21][CH2:20]1. The catalyst class is: 18. (3) Reactant: [NH3:1].[CH2:2]([O:4][C:5]([C:7]1[C:8]2[S:16][CH:15]=[C:14]([CH2:17][O:18][C:19]3[CH:24]=[C:23]([O:25][CH2:26][C:27]4[CH:32]=[CH:31][C:30]([Cl:33])=[CH:29][CH:28]=4)[CH:22]=[CH:21][C:20]=3[CH3:34])[C:9]=2[C:10](Cl)=[N:11][CH:12]=1)=[O:6])[CH3:3]. Product: [CH2:2]([O:4][C:5]([C:7]1[C:8]2[S:16][CH:15]=[C:14]([CH2:17][O:18][C:19]3[CH:24]=[C:23]([O:25][CH2:26][C:27]4[CH:32]=[CH:31][C:30]([Cl:33])=[CH:29][CH:28]=4)[CH:22]=[CH:21][C:20]=3[CH3:34])[C:9]=2[C:10]([NH2:1])=[N:11][CH:12]=1)=[O:6])[CH3:3]. The catalyst class is: 41. (4) Reactant: [C:1]([O:5][C:6](=[O:49])[CH2:7][NH:8][C:9]([C@@H:11]1[CH2:15][C@@H:14]([S:16][C:17]([C:30]2[CH:35]=[CH:34][CH:33]=[CH:32][CH:31]=2)([C:24]2[CH:29]=[CH:28][CH:27]=[CH:26][CH:25]=2)[C:18]2[CH:23]=[CH:22][CH:21]=[CH:20][CH:19]=2)[CH2:13][N:12]1[S:36]([C:39]1[CH:48]=[CH:47][C:46]2[C:41](=[CH:42][CH:43]=[CH:44][CH:45]=2)[CH:40]=1)(=[O:38])=[O:37])=[O:10])([CH3:4])([CH3:3])[CH3:2].[CH2:50](Br)[C:51]1[CH:56]=[CH:55][CH:54]=[CH:53][CH:52]=1.[H-].[Na+].[NH4+].[Cl-].CCOC(C)=O. Product: [C:1]([O:5][C:6](=[O:49])[CH2:7][N:8]([CH2:50][C:51]1[CH:56]=[CH:55][CH:54]=[CH:53][CH:52]=1)[C:9]([C@@H:11]1[CH2:15][C@@H:14]([S:16][C:17]([C:18]2[CH:19]=[CH:20][CH:21]=[CH:22][CH:23]=2)([C:30]2[CH:31]=[CH:32][CH:33]=[CH:34][CH:35]=2)[C:24]2[CH:29]=[CH:28][CH:27]=[CH:26][CH:25]=2)[CH2:13][N:12]1[S:36]([C:39]1[CH:48]=[CH:47][C:46]2[C:41](=[CH:42][CH:43]=[CH:44][CH:45]=2)[CH:40]=1)(=[O:38])=[O:37])=[O:10])([CH3:4])([CH3:2])[CH3:3]. The catalyst class is: 3. (5) Reactant: [CH:1]([N:4]=[C:5]=[O:6])([CH3:3])[CH3:2].[CH2:7]([O:9][CH2:10][C:11]1[N:12]([CH2:32][CH2:33][CH3:34])[C:13]2[C:22]3[CH:21]=[C:20]([O:23][CH:24]4[CH2:29][CH2:28][NH:27][CH2:26][CH2:25]4)[CH:19]=[CH:18][C:17]=3[N:16]=[C:15]([NH2:30])[C:14]=2[N:31]=1)[CH3:8]. Product: [NH2:30][C:15]1[C:14]2[N:31]=[C:11]([CH2:10][O:9][CH2:7][CH3:8])[N:12]([CH2:32][CH2:33][CH3:34])[C:13]=2[C:22]2[CH:21]=[C:20]([O:23][CH:24]3[CH2:25][CH2:26][N:27]([C:5]([NH:4][CH:1]([CH3:3])[CH3:2])=[O:6])[CH2:28][CH2:29]3)[CH:19]=[CH:18][C:17]=2[N:16]=1. The catalyst class is: 4. (6) Reactant: [CH3:1][O:2][C:3]1[C:11]2[N:10]=[N:9][NH:8][C:7]=2[CH:6]=[CH:5][C:4]=1[C:12]([OH:14])=O.C(N1C=CN=C1)(N1C=CN=C1)=O.[CH2:27]([O:29][C:30](=[O:35])[CH2:31]C(O)=O)[CH3:28].CCN(CC)CC.[Mg+2].[Cl-].[Cl-].C(OC(=O)CC([O-])=O)C.[K+]. Product: [CH3:1][O:2][C:3]1[C:11]2[N:10]=[N:9][NH:8][C:7]=2[CH:6]=[CH:5][C:4]=1[C:12](=[O:14])[CH2:31][C:30]([O:29][CH2:27][CH3:28])=[O:35]. The catalyst class is: 577. (7) Reactant: C(Cl)(=O)C(Cl)=O.CS(C)=O.[CH2:11]([OH:25])[CH2:12][CH2:13][CH2:14][CH2:15][CH2:16][CH2:17][CH2:18][CH2:19][CH2:20][CH2:21][CH2:22][CH2:23][CH3:24].C(N(CC)CC)C. Product: [CH:11](=[O:25])[CH2:12][CH2:13][CH2:14][CH2:15][CH2:16][CH2:17][CH2:18][CH2:19][CH2:20][CH2:21][CH2:22][CH2:23][CH3:24]. The catalyst class is: 4. (8) Reactant: [CH:1]1([CH2:4][S:5]([C:8]([CH3:13])([CH3:12])[C:9]([OH:11])=O)(=[O:7])=[O:6])[CH2:3][CH2:2]1.S(Cl)(Cl)=O.C(N(CC)C(C)C)(C)C.[CH2:27]([N:29]1[C:33]([C:34]2[CH:39]=[CH:38][C:37]([O:40][CH3:41])=[CH:36][CH:35]=2)=[N:32][C:31]([NH2:42])=[N:30]1)[CH3:28]. Product: [CH:1]1([CH2:4][S:5]([C:8]([CH3:13])([CH3:12])[C:9]([NH:42][C:31]2[N:32]=[C:33]([C:34]3[CH:39]=[CH:38][C:37]([O:40][CH3:41])=[CH:36][CH:35]=3)[N:29]([CH2:27][CH3:28])[N:30]=2)=[O:11])(=[O:6])=[O:7])[CH2:2][CH2:3]1. The catalyst class is: 2.